From a dataset of Forward reaction prediction with 1.9M reactions from USPTO patents (1976-2016). Predict the product of the given reaction. Given the reactants O.[OH-].[Li+].[CH:4]1([C:9]2[S:10][CH:11]=[C:12]([C:14]([O:16]CC)=[O:15])[N:13]=2)[CH2:8][CH2:7][CH2:6][CH2:5]1.O.Cl, predict the reaction product. The product is: [CH:4]1([C:9]2[S:10][CH:11]=[C:12]([C:14]([OH:16])=[O:15])[N:13]=2)[CH2:5][CH2:6][CH2:7][CH2:8]1.